From a dataset of CYP2C9 substrate classification data from Carbon-Mangels et al.. Regression/Classification. Given a drug SMILES string, predict its absorption, distribution, metabolism, or excretion properties. Task type varies by dataset: regression for continuous measurements (e.g., permeability, clearance, half-life) or binary classification for categorical outcomes (e.g., BBB penetration, CYP inhibition). Dataset: cyp2c9_substrate_carbonmangels. (1) The compound is Cc1ccc(-c2ncc(Cl)cc2-c2ccc(S(C)(=O)=O)cc2)cn1. The result is 1 (substrate). (2) The molecule is Oc1nc2cc(Cl)ccc2o1. The result is 0 (non-substrate). (3) The drug is O=[N+]([O-])O[C@H]1CO[C@H]2[C@@H]1OC[C@H]2O[N+](=O)[O-]. The result is 0 (non-substrate). (4) The drug is O=C(c1ccc(OCCN2CCCCC2)cc1)c1c(-c2ccc(O)cc2)sc2cc(O)ccc12. The result is 0 (non-substrate). (5) The molecule is C=C1C[C@@H]2[C@H](CC[C@]3(C)C(=O)CC[C@@H]23)[C@@]2(C)C=CC(=O)C=C12. The result is 0 (non-substrate). (6) The molecule is COc1ccccc1Oc1c(NS(=O)(=O)c2ccc(C(C)C)cn2)nc(-c2ccnc(-c3nn[nH]n3)c2)nc1OCCO. The result is 0 (non-substrate). (7) The molecule is CN1C(=O)OC(C)(C)C1=O. The result is 1 (substrate). (8) The compound is CCCC(CCC)C(=O)O. The result is 1 (substrate). (9) The molecule is Cn1c(=O)c2c(ncn2C)n(C)c1=O. The result is 1 (substrate).